Predict which catalyst facilitates the given reaction. From a dataset of Catalyst prediction with 721,799 reactions and 888 catalyst types from USPTO. (1) Reactant: [NH:1]1[C:9]2[C:4](=[CH:5][CH:6]=[CH:7][CH:8]=2)[C:3]([CH2:10][C:11]([O:13][CH2:14][CH3:15])=[O:12])=[N:2]1.C(=O)([O-])[O-].[Cs+].[Cs+].[N+:22]([C:25]1[CH:32]=[CH:31][C:28]([CH2:29]Br)=[CH:27][CH:26]=1)([O-:24])=[O:23]. Product: [N+:22]([C:25]1[CH:32]=[CH:31][C:28]([CH2:29][N:1]2[C:9]3[C:4](=[CH:5][CH:6]=[CH:7][CH:8]=3)[C:3]([CH2:10][C:11]([O:13][CH2:14][CH3:15])=[O:12])=[N:2]2)=[CH:27][CH:26]=1)([O-:24])=[O:23]. The catalyst class is: 7. (2) Reactant: [Br:1][C:2]1[CH:3]=[N:4][C:5]([O:8]N2C3=NC=CC=C3N=N2)=[N:6][CH:7]=1.C([CH2:21][C:22]1[CH:23]=[C:24](B(O)O)[CH:25]=[CH:26][CH:27]=1)(O)=O.[C:31]([O-])([O-])=[O:32].[Cs+].[Cs+].C[O:38]CCOC. Product: [CH3:31][O:32][C:21](=[O:38])[C:22]1[CH:27]=[CH:26][CH:25]=[C:24]([O:8][C:5]2[N:6]=[CH:7][C:2]([Br:1])=[CH:3][N:4]=2)[CH:23]=1. The catalyst class is: 73.